From a dataset of Forward reaction prediction with 1.9M reactions from USPTO patents (1976-2016). Predict the product of the given reaction. (1) The product is: [C:16]([O:15][C:14]([NH:13][C:11]1[O:10][N:9]=[C:8]([C:4]2[CH:3]=[C:2]([C:29]3[CH:30]=[CH:31][C:32]([C:33]([N:35]4[CH2:40][CH2:39][N:38]([C:41]([O:43][CH2:44][C:45]5[CH:50]=[CH:49][CH:48]=[CH:47][CH:46]=5)=[O:42])[CH2:37][CH2:36]4)=[O:34])=[CH:51][CH:52]=3)[CH:7]=[CH:6][CH:5]=2)[CH:12]=1)=[O:20])([CH3:19])([CH3:18])[CH3:17]. Given the reactants Br[C:2]1[CH:3]=[C:4]([C:8]2[CH:12]=[C:11]([NH:13][C:14](=[O:20])[O:15][C:16]([CH3:19])([CH3:18])[CH3:17])[O:10][N:9]=2)[CH:5]=[CH:6][CH:7]=1.CC1(C)C(C)(C)OB([C:29]2[CH:52]=[CH:51][C:32]([C:33]([N:35]3[CH2:40][CH2:39][N:38]([C:41]([O:43][CH2:44][C:45]4[CH:50]=[CH:49][CH:48]=[CH:47][CH:46]=4)=[O:42])[CH2:37][CH2:36]3)=[O:34])=[CH:31][CH:30]=2)O1.C([O-])([O-])=O.[Cs+].[Cs+], predict the reaction product. (2) The product is: [ClH:1].[Cl:1][C:2]1[CH:3]=[C:4]([S:8][C:9]2[C:13]3[CH:14]=[CH:15][CH:16]=[CH:17][C:12]=3[S:11][C:10]=2[NH2:18])[CH:5]=[CH:6][CH:7]=1. Given the reactants [Cl:1][C:2]1[CH:3]=[C:4]([S:8][C:9]2[C:13]3[CH:14]=[CH:15][CH:16]=[CH:17][C:12]=3[S:11][C:10]=2[NH2:18])[CH:5]=[CH:6][CH:7]=1.Cl, predict the reaction product. (3) Given the reactants [CH3:1][C:2]1[N:10]=[CH:9][CH:8]=[CH:7][C:3]=1[C:4]([OH:6])=O.C(O)C.C(=O)=O.C([N-]C(C)C)(C)C.[Li+].[CH3:25][O:26][C:27]1[CH:28]=[C:29]([CH:32]=[C:33]([O:37][CH3:38])[C:34]=1[O:35][CH3:36])[C:30]#[N:31], predict the reaction product. The product is: [CH3:38][O:37][C:33]1[CH:32]=[C:29]([C:30]2[N:31]=[C:4]([OH:6])[C:3]3[CH:7]=[CH:8][CH:9]=[N:10][C:2]=3[CH:1]=2)[CH:28]=[C:27]([O:26][CH3:25])[C:34]=1[O:35][CH3:36]. (4) Given the reactants CC(OI1(OC(C)=O)(OC(C)=O)OC(=O)C2C=CC=CC1=2)=O.[Cl:23][C:24]1[C:32]2[N:31]=[C:30]3[N:33]([C:37]4[C:38]([CH3:46])=[N:39][C:40]([N:43]([CH3:45])[CH3:44])=[CH:41][CH:42]=4)[CH2:34][CH2:35][CH2:36][N:29]3[C:28]=2[C:27]([CH2:47][OH:48])=[CH:26][CH:25]=1, predict the reaction product. The product is: [Cl:23][C:24]1[CH:25]=[CH:26][C:27]([CH:47]=[O:48])=[C:28]2[C:32]=1[N:31]=[C:30]1[N:33]([C:37]3[C:38]([CH3:46])=[N:39][C:40]([N:43]([CH3:45])[CH3:44])=[CH:41][CH:42]=3)[CH2:34][CH2:35][CH2:36][N:29]21. (5) Given the reactants C(OC([N:8]1[CH2:13][CH2:12][CH2:11][CH2:10][C@H:9]1[CH2:14][NH:15][C:16]([C:18]1[N:25]2[C:21]([S:22][CH:23]=[CH:24]2)=[N:20][C:19]=1[CH3:26])=[O:17])=O)(C)(C)C.[ClH:27], predict the reaction product. The product is: [ClH:27].[NH:8]1[CH2:13][CH2:12][CH2:11][CH2:10][C@H:9]1[CH2:14][NH:15][C:16]([C:18]1[N:25]2[C:21]([S:22][CH:23]=[CH:24]2)=[N:20][C:19]=1[CH3:26])=[O:17]. (6) Given the reactants [CH3:1][N:2]1[C:6]([C:7]([NH:9][C:10]2[CH:15]=[C:14]([O:16][C:17]3[CH:18]=[N:19][C:20]([NH:23][S:24]([C:27]4[CH:32]=[CH:31][C:30]([CH3:33])=[CH:29][CH:28]=4)(=[O:26])=[O:25])=[CH:21][CH:22]=3)[CH:13]=[CH:12][C:11]=2[CH3:34])=[O:8])=[CH:5][C:4]([CH3:35])=[N:3]1.C(N(CC)C(C)C)(C)C.I[CH2:46][C:47]([NH2:49])=[O:48], predict the reaction product. The product is: [NH2:49][C:47](=[O:48])[CH2:46][N:19]1[C:20](=[N:23][S:24]([C:27]2[CH:32]=[CH:31][C:30]([CH3:33])=[CH:29][CH:28]=2)(=[O:25])=[O:26])[CH:21]=[CH:22][C:17]([O:16][C:14]2[CH:13]=[CH:12][C:11]([CH3:34])=[C:10]([NH:9][C:7]([C:6]3[N:2]([CH3:1])[N:3]=[C:4]([CH3:35])[CH:5]=3)=[O:8])[CH:15]=2)=[CH:18]1. (7) Given the reactants [CH3:1][N:2]([CH2:46][CH2:47][N:48]1[CH2:53][CH2:52][NH:51][CH2:50][CH2:49]1)[C:3](=[O:45])[C:4]1[CH:44]=[CH:43][CH:42]=[C:6]([C:7]([NH:9][C:10]2[CH:15]=[CH:14][C:13]([N:16]3[CH2:21][CH2:20][CH2:19][CH2:18][CH2:17]3)=[CH:12][C:11]=2[C:22]2[CH:27]=[C:26]([C:28](=[O:41])[NH:29][CH2:30][C:31]3[CH:36]=[CH:35][CH:34]=[C:33]([C:37]([F:40])([F:39])[F:38])[CH:32]=3)[CH:25]=[CH:24][N:23]=2)=[O:8])[CH:5]=1.[BH3-][C:55]#N.[Na+], predict the reaction product. The product is: [CH3:1][N:2]([CH2:46][CH2:47][N:48]1[CH2:53][CH2:52][N:51]([CH3:55])[CH2:50][CH2:49]1)[C:3](=[O:45])[C:4]1[CH:44]=[CH:43][CH:42]=[C:6]([C:7]([NH:9][C:10]2[CH:15]=[CH:14][C:13]([N:16]3[CH2:21][CH2:20][CH2:19][CH2:18][CH2:17]3)=[CH:12][C:11]=2[C:22]2[CH:27]=[C:26]([C:28](=[O:41])[NH:29][CH2:30][C:31]3[CH:36]=[CH:35][CH:34]=[C:33]([C:37]([F:39])([F:40])[F:38])[CH:32]=3)[CH:25]=[CH:24][N:23]=2)=[O:8])[CH:5]=1.